Dataset: Ames mutagenicity test results for genotoxicity prediction. Task: Regression/Classification. Given a drug SMILES string, predict its toxicity properties. Task type varies by dataset: regression for continuous values (e.g., LD50, hERG inhibition percentage) or binary classification for toxic/non-toxic outcomes (e.g., AMES mutagenicity, cardiotoxicity, hepatotoxicity). Dataset: ames. (1) The drug is CCCCCCCCCC(=O)/N=c1\sn(C(=O)CCCCCCCCC)c2ccc([N+](=O)[O-])cc12. The result is 1 (mutagenic). (2) The compound is CC[C@@H](C)[C@H](C)CO. The result is 0 (non-mutagenic). (3) The molecule is COP1(=S)OCc2ccccc2O1. The result is 1 (mutagenic). (4) The compound is CC(C)Oc1ccccc1OC(=O)N(C)N=O. The result is 1 (mutagenic). (5) The molecule is c1cc2cc3c4c(ccc5cc6c(c1CCC6)c2c54)CCC3. The result is 1 (mutagenic). (6) The molecule is CCO. The result is 0 (non-mutagenic).